From a dataset of NCI-60 drug combinations with 297,098 pairs across 59 cell lines. Regression. Given two drug SMILES strings and cell line genomic features, predict the synergy score measuring deviation from expected non-interaction effect. (1) Drug 1: CS(=O)(=O)C1=CC(=C(C=C1)C(=O)NC2=CC(=C(C=C2)Cl)C3=CC=CC=N3)Cl. Drug 2: CNC(=O)C1=CC=CC=C1SC2=CC3=C(C=C2)C(=NN3)C=CC4=CC=CC=N4. Cell line: NCI-H322M. Synergy scores: CSS=2.38, Synergy_ZIP=-0.225, Synergy_Bliss=2.07, Synergy_Loewe=-0.465, Synergy_HSA=-0.0711. (2) Drug 1: CN(C)N=NC1=C(NC=N1)C(=O)N. Drug 2: CCC1(CC2CC(C3=C(CCN(C2)C1)C4=CC=CC=C4N3)(C5=C(C=C6C(=C5)C78CCN9C7C(C=CC9)(C(C(C8N6C=O)(C(=O)OC)O)OC(=O)C)CC)OC)C(=O)OC)O.OS(=O)(=O)O. Cell line: SR. Synergy scores: CSS=68.2, Synergy_ZIP=-4.25, Synergy_Bliss=-6.43, Synergy_Loewe=-29.9, Synergy_HSA=-3.28.